This data is from Reaction yield outcomes from USPTO patents with 853,638 reactions. The task is: Predict the reaction yield, written as a fraction of the theoretical maximum amount of product (1.0 means a 100% yield; for example, 0.34 means a 34% yield). (1) The reactants are [O:1]=[C:2]1[CH2:10][C:9]2[C:4](=[CH:5][CH:6]=[C:7]([CH:11]=[O:12])[CH:8]=2)[NH:3]1.S([CH2:23][N+:24]#[C-:25])(C1C=CC(C)=CC=1)(=O)=O.C(=O)([O-])[O-].[K+].[K+]. The catalyst is CO. The product is [O:12]1[C:11]([C:7]2[CH:8]=[C:9]3[C:4](=[CH:5][CH:6]=2)[NH:3][C:2](=[O:1])[CH2:10]3)=[CH:25][N:24]=[CH:23]1. The yield is 0.530. (2) The reactants are [O:1]1[CH2:6][CH2:5][CH:4]([OH:7])[CH2:3][CH2:2]1.F[C:9]1[C:14]([I:15])=[CH:13][CH:12]=[CH:11][N:10]=1. The yield is 0.890. No catalyst specified. The product is [I:15][C:14]1[C:9]([O:7][CH:4]2[CH2:5][CH2:6][O:1][CH2:2][CH2:3]2)=[N:10][CH:11]=[CH:12][CH:13]=1. (3) The reactants are [Cl:1][C:2]1[CH:3]=[C:4]([NH:20][C:21]2[N:25]=[C:24]([NH2:26])[NH:23][N:22]=2)[CH:5]=[C:6]([Cl:19])[C:7]=1[S:8][C:9]1[CH:14]=[CH:13][C:12]([C:15]([F:18])([F:17])[F:16])=[CH:11][CH:10]=1.CO.[OH:29]OS([O-])=O.[K+]. The catalyst is O. The product is [Cl:19][C:6]1[CH:5]=[C:4]([NH:20][C:21]2[N:25]=[C:24]([NH2:26])[NH:23][N:22]=2)[CH:3]=[C:2]([Cl:1])[C:7]=1[S:8]([C:9]1[CH:10]=[CH:11][C:12]([C:15]([F:18])([F:16])[F:17])=[CH:13][CH:14]=1)=[O:29]. The yield is 0.580. (4) No catalyst specified. The product is [CH3:1][O:2][C:3]1[CH:8]=[CH:7][CH:6]=[CH:5][C:4]=1[O:9][C:11]1[CH:18]=[CH:17][C:14]([C:15]#[N:16])=[CH:13][C:12]=1[N+:19]([O-:21])=[O:20].[C:31]([C:30]1[CH:33]=[CH:34][C:27]([O:26][C:25]2[CH:36]=[CH:37][CH:38]=[CH:39][C:24]=2[O:23][CH3:22])=[C:28]([NH:35][C:4]([NH:40][C:41]2[S:42][CH:43]=[CH:44][N:45]=2)=[O:9])[CH:29]=1)#[N:32]. The yield is 0.810. The reactants are [CH3:1][O:2][C:3]1[CH:8]=[CH:7][CH:6]=[CH:5][C:4]=1[OH:9].F[C:11]1[CH:18]=[CH:17][C:14]([C:15]#[N:16])=[CH:13][C:12]=1[N+:19]([O-:21])=[O:20].[CH3:22][O:23][C:24]1[CH:39]=[CH:38][CH:37]=[CH:36][C:25]=1[O:26][C:27]1[CH:34]=[CH:33][C:30]([C:31]#[N:32])=[CH:29][C:28]=1[NH2:35].[NH2:40][C:41]1[S:42][CH:43]=[CH:44][N:45]=1. (5) The reactants are CN(C(ON1N=NC2C=CC=NC1=2)=[N+](C)C)C.F[P-](F)(F)(F)(F)F.[Cl:25][C:26]1[CH:27]=[C:28]([CH:31]=[C:32]([O:34][C:35]2[C:40]([Cl:41])=[CH:39][CH:38]=[C:37]([CH2:42][NH:43][CH3:44])[C:36]=2[F:45])[CH:33]=1)[C:29]#[N:30].[NH:46]1[CH:50]=[CH:49][N:48]=[C:47]1[C:51]([OH:53])=O.C([O-])(O)=O.[Na+]. The catalyst is CN(C=O)C.C(OCC)(=O)C. The product is [Cl:41][C:40]1[CH:39]=[CH:38][C:37]([CH2:42][N:43]([CH3:44])[C:51]([C:47]2[NH:46][CH:50]=[CH:49][N:48]=2)=[O:53])=[C:36]([F:45])[C:35]=1[O:34][C:32]1[CH:31]=[C:28]([C:29]#[N:30])[CH:27]=[C:26]([Cl:25])[CH:33]=1. The yield is 0.200. (6) The reactants are [CH2:1]([N:8]1[C:13](=[O:14])[C:12](OC)=[C:11]([C:17]2[CH:22]=[CH:21][C:20]([Cl:23])=[CH:19][CH:18]=2)[CH:10]=[N:9]1)[C:2]1[CH:7]=[CH:6][CH:5]=[CH:4][CH:3]=1.O=P(Cl)(Cl)[Cl:26]. The catalyst is CO. The product is [CH2:1]([N:8]1[C:13](=[O:14])[C:12]([Cl:26])=[C:11]([C:17]2[CH:22]=[CH:21][C:20]([Cl:23])=[CH:19][CH:18]=2)[CH:10]=[N:9]1)[C:2]1[CH:7]=[CH:6][CH:5]=[CH:4][CH:3]=1. The yield is 0.660. (7) The reactants are Cl[C:2]1[N:7]=[C:6]([NH:8][C:9]2[CH:18]=[CH:17][C:12]3[NH:13][C:14](=[O:16])NC=3C=2)[C:5](F)=[CH:4][N:3]=1.[CH3:20][N:21]1[CH2:26][CH2:25][N:24]([C:27]2[N:32]=[CH:31][C:30]([NH2:33])=[CH:29][CH:28]=2)[CH2:23][CH2:22]1.[C:34]([OH:40])([C:36](F)(F)F)=O.[CH3:41]C(O)C. No catalyst specified. The product is [CH3:41][C:5]1[C:6]([NH:8][C:9]2[CH:18]=[CH:17][C:12]3[NH:13][C:14](=[O:16])[O:40][C:34]=3[CH:36]=2)=[N:7][C:2]([NH:33][C:30]2[CH:31]=[N:32][C:27]([N:24]3[CH2:25][CH2:26][N:21]([CH3:20])[CH2:22][CH2:23]3)=[CH:28][CH:29]=2)=[N:3][CH:4]=1. The yield is 0.600. (8) The reactants are Cl[C:2]1[CH:3]=[C:4]([CH:7]=[CH:8][C:9]=1[CH3:10])[C:5]#[N:6].[CH3:11][O:12][C:13]1[CH:14]=[C:15](B(O)O)[CH:16]=[CH:17][CH:18]=1.[F-].[Cs+]. The catalyst is O1CCOCC1.C([O-])(=O)C.[Pd+2].C([O-])(=O)C.C1(P(C2CCCCC2)C2C=CC=CC=2C2C=CC=CC=2N(C)C)CCCCC1. The product is [CH3:11][O:12][C:13]1[CH:18]=[C:17]([C:2]2[C:9]([CH3:10])=[CH:8][CH:7]=[C:4]([C:5]#[N:6])[CH:3]=2)[CH:16]=[CH:15][CH:14]=1. The yield is 0.980. (9) The reactants are [F:8][C:7]([F:10])([F:9])[C:6](O[C:6](=[O:11])[C:7]([F:10])([F:9])[F:8])=[O:11].[CH2:14]([N:21]1[CH2:28][C:25]2([CH2:27][CH2:26]2)[NH:24][CH2:23][CH2:22]1)[C:15]1[CH:20]=[CH:19][CH:18]=[CH:17][CH:16]=1.C(N(CC)CC)C.C(=O)(O)[O-].[Na+]. The catalyst is C(Cl)(Cl)Cl.ClCCl. The product is [CH2:14]([N:21]1[CH2:28][C:25]2([CH2:27][CH2:26]2)[N:24]([C:6](=[O:11])[C:7]([F:8])([F:9])[F:10])[CH2:23][CH2:22]1)[C:15]1[CH:20]=[CH:19][CH:18]=[CH:17][CH:16]=1. The yield is 1.00. (10) The catalyst is [Pd].C1(P(C2C=CC=CC=2)C2C=CC=CC=2)C=CC=CC=1.C1(P(C2C=CC=CC=2)C2C=CC=CC=2)C=CC=CC=1.C1(P(C2C=CC=CC=2)C2C=CC=CC=2)C=CC=CC=1.C1(P(C2C=CC=CC=2)C2C=CC=CC=2)C=CC=CC=1.O.CCOC(C)=O. The yield is 0.600. The product is [C:27]([N:24]1[C:20]2=[N:21][CH:22]=[CH:23][C:18]([C:2]3[S:3][CH:4]=[C:5]([CH2:7][C:8]#[N:9])[N:6]=3)=[C:19]2[CH:26]=[N:25]1)([C:40]1[CH:45]=[CH:44][CH:43]=[CH:42][CH:41]=1)([C:28]1[CH:29]=[CH:30][CH:31]=[CH:32][CH:33]=1)[C:34]1[CH:39]=[CH:38][CH:37]=[CH:36][CH:35]=1. The reactants are Br[C:2]1[S:3][CH:4]=[C:5]([CH2:7][C:8]#[N:9])[N:6]=1.CC1(C)C(C)(C)OB([C:18]2[CH:23]=[CH:22][N:21]=[C:20]3[N:24]([C:27]([C:40]4[CH:45]=[CH:44][CH:43]=[CH:42][CH:41]=4)([C:34]4[CH:39]=[CH:38][CH:37]=[CH:36][CH:35]=4)[C:28]4[CH:33]=[CH:32][CH:31]=[CH:30][CH:29]=4)[N:25]=[CH:26][C:19]=23)O1.C([O-])([O-])=O.[Na+].[Na+].